Dataset: CYP3A4 inhibition data for predicting drug metabolism from PubChem BioAssay. Task: Regression/Classification. Given a drug SMILES string, predict its absorption, distribution, metabolism, or excretion properties. Task type varies by dataset: regression for continuous measurements (e.g., permeability, clearance, half-life) or binary classification for categorical outcomes (e.g., BBB penetration, CYP inhibition). Dataset: cyp3a4_veith. (1) The drug is N#CC1=C(SCC(N)=O)NC2=C(C(=O)c3ccccc32)C1c1ccc(Cl)cc1. The result is 1 (inhibitor). (2) The compound is CCc1c(C)c(C#N)c2nc3ccccc3n2c1Nc1c(C)n(C)n(-c2ccccc2)c1=O. The result is 1 (inhibitor). (3) The compound is CCOC(=O)CSc1cc(CS(=O)c2ccc(Cl)cc2)nc(-c2ccccc2)n1. The result is 1 (inhibitor). (4) The drug is C#CCCCO/N=C1/C[C@@H](O)[C@@H](O)[C@@H]2[C@@H]3C(=O)N([C@@H](C)c4ccccc4)C(=O)[C@H]3CC[C@@H]12. The result is 1 (inhibitor). (5) The compound is O=C(N/N=C/c1cccnc1)c1ccc([N+](=O)[O-])cc1. The result is 0 (non-inhibitor).